This data is from Catalyst prediction with 721,799 reactions and 888 catalyst types from USPTO. The task is: Predict which catalyst facilitates the given reaction. (1) The catalyst class is: 7. Product: [CH2:7]([NH:15][CH2:16][C:17]1[CH:22]=[CH:21][C:20]([S:23]([C:24]2[CH:25]=[CH:26][C:27]([C:28]([NH2:30])=[O:29])=[CH:31][CH:32]=2)(=[O:1])=[O:39])=[CH:19][CH:18]=1)[CH2:8][C:9]1[CH:10]=[CH:11][CH:12]=[CH:13][CH:14]=1. Reactant: [OH:1]OS([O-])=O.[K+].[CH2:7]([NH:15][CH2:16][C:17]1[CH:22]=[CH:21][C:20]([S:23][C:24]2[CH:32]=[CH:31][C:27]([C:28]([NH2:30])=[O:29])=[CH:26][CH:25]=2)=[CH:19][CH:18]=1)[CH2:8][C:9]1[CH:14]=[CH:13][CH:12]=[CH:11][CH:10]=1.Cl.S(=O)(O)[O-].[Na+].[OH2:39]. (2) Reactant: [N:1]1([C:6]([CH3:11])([CH3:10])[CH2:7][CH2:8][OH:9])[CH:5]=[CH:4][N:3]=[CH:2]1.C1C=CC(P(C2C=CC=CC=2)C2C=CC=CC=2)=CC=1.[Cl:31][C:32]1[CH:37]=[CH:36][C:35]([N:38]([C@H:42]2[C:51]3[C:46](=[CH:47][CH:48]=[CH:49][CH:50]=3)[N:45]([C:52](=[O:60])[C:53]3[CH:58]=[CH:57][C:56](O)=[CH:55][CH:54]=3)[C@@H:44]([CH3:61])[CH2:43]2)[C:39](=[O:41])[CH3:40])=[CH:34][CH:33]=1.CCOC(/N=N/C(OCC)=O)=O. Product: [Cl:31][C:32]1[CH:33]=[CH:34][C:35]([N:38]([C@H:42]2[C:51]3[C:46](=[CH:47][CH:48]=[CH:49][CH:50]=3)[N:45]([C:52](=[O:60])[C:53]3[CH:58]=[CH:57][C:56]([O:9][CH2:8][CH2:7][C:6]([N:1]4[CH:5]=[CH:4][N:3]=[CH:2]4)([CH3:11])[CH3:10])=[CH:55][CH:54]=3)[C@@H:44]([CH3:61])[CH2:43]2)[C:39](=[O:41])[CH3:40])=[CH:36][CH:37]=1. The catalyst class is: 48. (3) Reactant: [C:1]([C:3]1[N:4]([CH2:35][CH2:36][N:37]2[CH2:42][CH2:41][N:40](C(OC(C)(C)C)=O)[CH2:39][CH2:38]2)[C:5]2[C:10]([CH:11]=1)=[C:9]([CH3:12])[C:8]([CH2:13][N:14]1[CH2:19][CH2:18][CH:17]([NH:20][C:21]3[C:22]4[CH:29]=[C:28]([CH2:30][C:31]([F:34])([F:33])[F:32])[S:27][C:23]=4[N:24]=[CH:25][N:26]=3)[CH2:16][CH2:15]1)=[CH:7][CH:6]=2)#[N:2].Cl[Sn](Cl)(Cl)Cl. Product: [CH3:12][C:9]1[C:8]([CH2:13][N:14]2[CH2:19][CH2:18][CH:17]([NH:20][C:21]3[C:22]4[CH:29]=[C:28]([CH2:30][C:31]([F:33])([F:32])[F:34])[S:27][C:23]=4[N:24]=[CH:25][N:26]=3)[CH2:16][CH2:15]2)=[CH:7][CH:6]=[C:5]2[C:10]=1[CH:11]=[C:3]([C:1]#[N:2])[N:4]2[CH2:35][CH2:36][N:37]1[CH2:38][CH2:39][NH:40][CH2:41][CH2:42]1. The catalyst class is: 10. (4) Reactant: [Cl:1][C:2]1[CH:7]=[CH:6][C:5]([S:8]([NH2:11])(=[O:10])=[O:9])=[CH:4][CH:3]=1.C(Cl)CCl.[CH2:16]([C:21]12[CH2:28][CH2:27][C:24]([C:29](O)=[O:30])([CH2:25][CH2:26]1)[CH2:23][CH2:22]2)[CH2:17][CH2:18][CH2:19][CH3:20]. Product: [Cl:1][C:2]1[CH:3]=[CH:4][C:5]([S:8]([NH:11][C:29]([C:24]23[CH2:25][CH2:26][C:21]([CH2:16][CH2:17][CH2:18][CH2:19][CH3:20])([CH2:28][CH2:27]2)[CH2:22][CH2:23]3)=[O:30])(=[O:9])=[O:10])=[CH:6][CH:7]=1. The catalyst class is: 241. (5) Reactant: [O:1]=[C:2]([CH3:17])[CH2:3][C:4]1[CH:16]=[CH:15][C:7]([O:8][CH2:9][C:10]([O:12]CC)=[O:11])=[CH:6][CH:5]=1.O.[OH-].[Li+]. Product: [O:1]=[C:2]([CH3:17])[CH2:3][C:4]1[CH:16]=[CH:15][C:7]([O:8][CH2:9][C:10]([OH:12])=[O:11])=[CH:6][CH:5]=1. The catalyst class is: 1.